Dataset: Forward reaction prediction with 1.9M reactions from USPTO patents (1976-2016). Task: Predict the product of the given reaction. (1) Given the reactants [Cl:1][C:2]1[CH:7]=[C:6]([Cl:8])[CH:5]=[CH:4][C:3]=1[NH:9][C:10]1[N:14]([CH2:15][CH2:16][CH2:17][CH2:18][CH2:19]O)[C:13]2[C:21]([N:25]([CH2:28][CH3:29])[CH2:26][CH3:27])=[CH:22][CH:23]=[CH:24][C:12]=2[N:11]=1.CS(Cl)(=O)=O.C(=O)([O-])[O-].[K+].[K+], predict the reaction product. The product is: [Cl:1][C:2]1[CH:7]=[C:6]([Cl:8])[CH:5]=[CH:4][C:3]=1[N:9]1[C:10]2=[N:11][C:12]3[C:13](=[C:21]([N:25]([CH2:28][CH3:29])[CH2:26][CH3:27])[CH:22]=[CH:23][CH:24]=3)[N:14]2[CH2:15][CH2:16][CH2:17][CH2:18][CH2:19]1. (2) Given the reactants [CH3:1][C:2]1([CH3:19])[C:6](=[O:7])[CH2:5][CH2:4][CH:3]1[NH:8]C(=O)OCC1C=CC=CC=1, predict the reaction product. The product is: [NH2:8][CH:3]1[CH2:4][CH2:5][C:6](=[O:7])[C:2]1([CH3:19])[CH3:1].